From a dataset of Forward reaction prediction with 1.9M reactions from USPTO patents (1976-2016). Predict the product of the given reaction. (1) Given the reactants [CH2:1]([NH:17][S:18]([C:21]1[CH:26]=[CH:25][C:24]([O:27][CH3:28])=[C:23]([O:29][CH3:30])[CH:22]=1)(=[O:20])=[O:19])[CH2:2][NH:3][S:4]([C:7]1[CH:12]=[CH:11][C:10]([O:13][CH3:14])=[C:9]([O:15][CH3:16])[CH:8]=1)(=[O:6])=[O:5].C(=O)([O-])[O-:32].[K+].[K+].Cl[CH2:38][C:39](Cl)=O, predict the reaction product. The product is: [CH3:16][O:15][C:9]1[CH:8]=[C:7]([S:4]([N:3]2[CH2:39][CH2:38][N:17]([S:18]([C:21]3[CH:26]=[CH:25][C:24]([O:27][CH3:28])=[C:23]([O:29][CH3:30])[CH:22]=3)(=[O:20])=[O:19])[CH2:1][C:2]2=[O:32])(=[O:6])=[O:5])[CH:12]=[CH:11][C:10]=1[O:13][CH3:14]. (2) Given the reactants [S:1]1[C:5]([C:6](Cl)=O)=[CH:4][C:3]2[CH2:9][CH2:10][CH2:11][C:2]1=2.C(N(CC)CC)C.[CH2:19]([O:21][CH:22]([O:25][CH2:26][CH3:27])[C:23]#[CH:24])[CH3:20].[CH3:28][NH:29][NH2:30], predict the reaction product. The product is: [S:1]1[C:5]([C:6]2[CH:24]=[C:23]([CH:22]([O:25][CH2:26][CH3:27])[O:21][CH2:19][CH3:20])[N:29]([CH3:28])[N:30]=2)=[CH:4][C:3]2[CH2:9][CH2:10][CH2:11][C:2]1=2.